From a dataset of Full USPTO retrosynthesis dataset with 1.9M reactions from patents (1976-2016). Predict the reactants needed to synthesize the given product. (1) Given the product [F:1][C:2]([F:37])([F:36])[C:3]1[CH:4]=[C:5]([CH:29]=[C:30]([C:32]([F:34])([F:35])[F:33])[CH:31]=1)[C:6]([N:8]1[CH2:9][CH2:10][C:11]2([N:15]([C:16]3[CH:21]=[CH:20][CH:19]=[CH:18][C:17]=3[CH3:22])[CH2:14][N:13]([CH2:23][CH2:24][NH:41][CH:38]([CH3:40])[CH3:39])[C:12]2=[O:26])[CH2:27][CH2:28]1)=[O:7], predict the reactants needed to synthesize it. The reactants are: [F:1][C:2]([F:37])([F:36])[C:3]1[CH:4]=[C:5]([CH:29]=[C:30]([C:32]([F:35])([F:34])[F:33])[CH:31]=1)[C:6]([N:8]1[CH2:28][CH2:27][C:11]2([N:15]([C:16]3[CH:21]=[CH:20][CH:19]=[CH:18][C:17]=3[CH3:22])[CH2:14][N:13]([CH2:23][CH2:24]O)[C:12]2=[O:26])[CH2:10][CH2:9]1)=[O:7].[CH:38]([NH2:41])([CH3:40])[CH3:39]. (2) Given the product [CH3:17][N:18]([CH2:2][C@@H:3]1[O:8][CH2:7][C@H:6]([CH3:9])[N:5]([CH2:10][C:11]2[CH:16]=[CH:15][CH:14]=[CH:13][CH:12]=2)[CH2:4]1)[CH3:19], predict the reactants needed to synthesize it. The reactants are: Cl[CH2:2][C@H:3]1[O:8][CH2:7][C@H:6]([CH3:9])[N:5]([CH2:10][C:11]2[CH:16]=[CH:15][CH:14]=[CH:13][CH:12]=2)[CH2:4]1.[CH3:17][NH:18][CH3:19].